This data is from hERG potassium channel inhibition data for cardiac toxicity prediction from Karim et al.. The task is: Regression/Classification. Given a drug SMILES string, predict its toxicity properties. Task type varies by dataset: regression for continuous values (e.g., LD50, hERG inhibition percentage) or binary classification for toxic/non-toxic outcomes (e.g., AMES mutagenicity, cardiotoxicity, hepatotoxicity). Dataset: herg_karim. (1) The molecule is CN(C(=O)c1ccc(-c2ccccn2)cc1)[C@H]1CCc2cc(CN3CCS(=O)(=O)CC3)ccc2C1. The result is 0 (non-blocker). (2) The drug is Cn1c(SCCCN2CC3CCN(c4ccc(F)cc4)C3C2)nnc1-c1cc[nH]c(=O)c1. The result is 1 (blocker). (3) The molecule is COCCN1CCC[C@H]1Cn1nc(Cc2ccc(Cl)cc2)c2cnccc2c1=O. The result is 1 (blocker).